This data is from Full USPTO retrosynthesis dataset with 1.9M reactions from patents (1976-2016). The task is: Predict the reactants needed to synthesize the given product. (1) The reactants are: [BH4-].[Na+].[CH3:3][N:4]1[C:9]2[S:10][CH:11]=[C:12]([CH3:13])[C:8]=2[S:7](=[O:15])(=[O:14])[N:6]=[CH:5]1.Cl. Given the product [CH3:3][N:4]1[C:9]2[S:10][CH:11]=[C:12]([CH3:13])[C:8]=2[S:7](=[O:15])(=[O:14])[NH:6][CH2:5]1, predict the reactants needed to synthesize it. (2) The reactants are: [F:1][C:2]([F:12])([F:11])[C:3]([NH:5][C@H:6]([C:8]([OH:10])=O)[CH3:7])=[O:4].C(Cl)(=O)C(Cl)=O.[Al+3].[Cl-].[Cl-].[Cl-].Cl.[C:24]1([S:30][CH3:31])[CH:29]=[CH:28][CH:27]=CC=1. Given the product [F:11][C:2]([F:1])([F:12])[C:3]([NH:5][CH:6]([CH3:7])[C:8]([C:24]1[S:30][CH:31]=[C:28]([CH3:27])[CH:29]=1)=[O:10])=[O:4], predict the reactants needed to synthesize it. (3) Given the product [NH:13]1[C:14]2=[CH:15][N:16]=[CH:17][CH:18]=[C:19]2[C:11]2([CH2:10][CH2:9][NH:8][CH2:22][CH2:21]2)[C:12]1=[O:20], predict the reactants needed to synthesize it. The reactants are: C([N:8]1[CH2:22][CH2:21][C:11]2([C:19]3[C:14](=[CH:15][N:16]=[CH:17][CH:18]=3)[NH:13][C:12]2=[O:20])[CH2:10][CH2:9]1)C1C=CC=CC=1. (4) Given the product [NH2:2][C:3]1[N:8]=[CH:7][N:6]=[C:5]2[N:9]([C@@H:28]3[CH2:32][CH2:31][N:30]([C:33](=[O:38])[C:34]#[C:35][CH2:36][CH3:37])[CH2:29]3)[N:10]=[C:11]([C:12]3[CH:13]=[CH:14][C:15]([C:16]([NH:18][C:19]4[CH:24]=[C:23]([CH3:25])[CH:22]=[CH:21][N:20]=4)=[O:17])=[CH:26][CH:27]=3)[C:4]=12.[ClH:1], predict the reactants needed to synthesize it. The reactants are: [ClH:1].[NH2:2][C:3]1[N:8]=[CH:7][N:6]=[C:5]2[N:9]([C@@H:28]3[CH2:32][CH2:31][NH:30][CH2:29]3)[N:10]=[C:11]([C:12]3[CH:27]=[CH:26][C:15]([C:16]([NH:18][C:19]4[CH:24]=[C:23]([CH3:25])[CH:22]=[CH:21][N:20]=4)=[O:17])=[CH:14][CH:13]=3)[C:4]=12.[C:33](O)(=[O:38])[C:34]#[C:35][CH2:36][CH3:37].C(N(C(C)C)CC)(C)C.C1CN([P+](ON2N=NC3C=CC=CC2=3)(N2CCCC2)N2CCCC2)CC1.F[P-](F)(F)(F)(F)F.C(O)(C(F)(F)F)=O. (5) Given the product [NH2:1][C:2]1[N:7]=[C:6]([C:8]2[CH:13]=[CH:12][CH:11]=[CH:10][C:9]=2[OH:14])[CH:5]=[C:4]([CH:15]2[CH2:20][CH2:19][CH:18]([CH3:21])[NH:17][CH2:16]2)[N:3]=1, predict the reactants needed to synthesize it. The reactants are: [NH2:1][C:2]1[N:7]=[C:6]([C:8]2[CH:13]=[CH:12][CH:11]=[CH:10][C:9]=2[OH:14])[CH:5]=[C:4]([C:15]2[CH:16]=[N:17][C:18]([CH3:21])=[CH:19][CH:20]=2)[N:3]=1.[H][H]. (6) Given the product [OH:8][C:9]1[C:14]2[NH:15][C:16](=[O:19])[CH2:17][O:18][C:13]=2[C:12]([CH:20]([OH:24])[CH2:21][NH:35][C:32]2([CH2:31][C:30]3[CH:36]=[CH:37][C:27]([O:26][CH3:25])=[CH:28][CH:29]=3)[CH2:34][CH2:33]2)=[CH:11][CH:10]=1, predict the reactants needed to synthesize it. The reactants are: C([O:8][C:9]1[C:14]2[NH:15][C:16](=[O:19])[CH2:17][O:18][C:13]=2[C:12]([C:20](=[O:24])[CH:21](O)O)=[CH:11][CH:10]=1)C1C=CC=CC=1.[CH3:25][O:26][C:27]1[CH:37]=[CH:36][C:30]([CH2:31][C:32]2([NH2:35])[CH2:34][CH2:33]2)=[CH:29][CH:28]=1.FC(F)(F)C([O-])=O.